From a dataset of Forward reaction prediction with 1.9M reactions from USPTO patents (1976-2016). Predict the product of the given reaction. (1) Given the reactants [C:1]1([C:15]2[CH:20]=[CH:19][CH:18]=[CH:17][CH:16]=2)[CH:6]=[CH:5][C:4]([S:7]([O:10][CH2:11][C:12](O)=[O:13])(=[O:9])=[O:8])=[CH:3][CH:2]=1.S(Cl)([Cl:23])=O, predict the reaction product. The product is: [C:1]1([C:15]2[CH:20]=[CH:19][CH:18]=[CH:17][CH:16]=2)[CH:6]=[CH:5][C:4]([S:7]([O:10][CH2:11][C:12]([Cl:23])=[O:13])(=[O:9])=[O:8])=[CH:3][CH:2]=1. (2) Given the reactants [CH3:1][N:2]([CH3:17])[CH2:3][CH2:4][N:5]([CH3:16])[C:6]1[O:7][C:8]2[CH:14]=[CH:13][C:12]([NH2:15])=[CH:11][C:9]=2[N:10]=1.[Cl:18][C:19]1[CH:24]=[C:23]([Cl:25])[CH:22]=[CH:21][C:20]=1[C:26]1[CH:31]=[CH:30][C:29]([C:32]([OH:34])=[O:33])=[CH:28][CH:27]=1, predict the reaction product. The product is: [ClH:18].[CH3:1][N:2]([CH3:17])[CH2:3][CH2:4][N:5]([CH3:16])[C:6]1[O:7][C:8]2[CH:14]=[CH:13][C:12]([NH:15][C:32]([C:29]3[CH:30]=[CH:31][C:26]([C:20]4[CH:21]=[CH:22][C:23]([Cl:25])=[CH:24][C:19]=4[Cl:18])=[CH:27][CH:28]=3)=[O:33])=[CH:11][C:9]=2[N:10]=1.[CH3:1][N:2]([CH3:17])[CH2:3][CH2:4][N:5]([CH3:16])[C:6]1[O:7][C:8]2[CH:14]=[CH:13][C:12]([NH:15][C:32]([C:29]3[CH:28]=[CH:27][C:26]([C:20]4[CH:21]=[CH:22][C:23]([Cl:25])=[CH:24][C:19]=4[Cl:18])=[CH:31][CH:30]=3)=[O:34])=[CH:11][C:9]=2[N:10]=1. (3) Given the reactants [C:1]([N:4]1[C:13]2[C:8](=[CH:9][C:10](Br)=[CH:11][CH:12]=2)[N:7]([C:15]([O:17][CH:18]([CH3:20])[CH3:19])=[O:16])[CH2:6][C@@H:5]1[CH3:21])(=[O:3])[CH3:2].O.C(=O)([O-])[O-].[Cs+].[Cs+].CC1(C)OB([C:35]2[CH:36]=[N:37][N:38]([CH2:40][C:41]3[CH:46]=[N:45][CH:44]=[CH:43][N:42]=3)[CH:39]=2)OC1(C)C, predict the reaction product. The product is: [C:1]([N:4]1[C:13]2[C:8](=[CH:9][C:10]([C:35]3[CH:36]=[N:37][N:38]([CH2:40][C:41]4[CH:46]=[N:45][CH:44]=[CH:43][N:42]=4)[CH:39]=3)=[CH:11][CH:12]=2)[N:7]([C:15]([O:17][CH:18]([CH3:20])[CH3:19])=[O:16])[CH2:6][C@@H:5]1[CH3:21])(=[O:3])[CH3:2]. (4) Given the reactants [N+:1]([C:4]1[CH:5]=[CH:6][C:7]([O:14][CH2:15][CH2:16][N:17]2[CH2:21][CH2:20][CH2:19][CH2:18]2)=[C:8]([NH:10][C:11](=[O:13])[CH3:12])[CH:9]=1)([O-])=O, predict the reaction product. The product is: [NH2:1][C:4]1[CH:5]=[CH:6][C:7]([O:14][CH2:15][CH2:16][N:17]2[CH2:21][CH2:20][CH2:19][CH2:18]2)=[C:8]([NH:10][C:11](=[O:13])[CH3:12])[CH:9]=1. (5) Given the reactants [H-].[Na+].[CH2:3]([C:5]1[CH:10]=[CH:9][C:8]([C:11]2[N:16]=[C:15]([NH:17][CH2:18][CH2:19][CH2:20][O:21][C:22]3[CH:23]=[C:24]4[C:28](=[CH:29][CH:30]=3)[C@H:27]([CH2:31][C:32]([O:34][CH2:35][CH3:36])=[O:33])[CH2:26][CH2:25]4)[C:14]([C:37]([F:40])([F:39])[F:38])=[CH:13][CH:12]=2)=[CH:7][CH:6]=1)[CH3:4].[CH3:41]I, predict the reaction product. The product is: [CH2:3]([C:5]1[CH:6]=[CH:7][C:8]([C:11]2[N:16]=[C:15]([N:17]([CH3:41])[CH2:18][CH2:19][CH2:20][O:21][C:22]3[CH:23]=[C:24]4[C:28](=[CH:29][CH:30]=3)[C@H:27]([CH2:31][C:32]([O:34][CH2:35][CH3:36])=[O:33])[CH2:26][CH2:25]4)[C:14]([C:37]([F:40])([F:38])[F:39])=[CH:13][CH:12]=2)=[CH:9][CH:10]=1)[CH3:4]. (6) Given the reactants [H-].[Na+].[F:3][C:4]([F:9])([F:8])[CH2:5][CH2:6][OH:7].F[C:11]1[C:20]([CH3:21])=[CH:19][C:14]([C:15]([O:17]C)=[O:16])=[CH:13][N:12]=1, predict the reaction product. The product is: [CH3:21][C:20]1[C:11]([O:7][CH2:6][CH2:5][C:4]([F:9])([F:8])[F:3])=[N:12][CH:13]=[C:14]([CH:19]=1)[C:15]([OH:17])=[O:16]. (7) Given the reactants [Li]CCCC.Br[C:7]1[CH:12]=[CH:11][C:10]([Br:13])=[CH:9][CH:8]=1.[CH3:14][C:15](=[O:20])[CH2:16][CH2:17][CH2:18][CH3:19], predict the reaction product. The product is: [Br:13][C:10]1[CH:11]=[CH:12][C:7]([C:15]([OH:20])([CH3:14])[CH2:16][CH2:17][CH2:18][CH3:19])=[CH:8][CH:9]=1. (8) Given the reactants [N:1]1[CH:6]=[CH:5][N:4]=[CH:3][C:2]=1[NH2:7].C([Mg]Cl)(C)C.[CH3:13][C@@:14]1([C:26](OC)=[O:27])[CH2:18][CH2:17][CH2:16][N:15]1C(OC(C)(C)C)=O, predict the reaction product. The product is: [CH3:13][C@@:14]1([C:26]([NH:7][C:2]2[CH:3]=[N:4][CH:5]=[CH:6][N:1]=2)=[O:27])[CH2:18][CH2:17][CH2:16][NH:15]1.